From a dataset of Peptide-MHC class I binding affinity with 185,985 pairs from IEDB/IMGT. Regression. Given a peptide amino acid sequence and an MHC pseudo amino acid sequence, predict their binding affinity value. This is MHC class I binding data. (1) The peptide sequence is PASAWTLYAV. The MHC is HLA-B57:01 with pseudo-sequence HLA-B57:01. The binding affinity (normalized) is 0.352. (2) The peptide sequence is FQVDCFLWH. The MHC is HLA-A68:02 with pseudo-sequence HLA-A68:02. The binding affinity (normalized) is 0.242. (3) The peptide sequence is ETINEEAAEW. The MHC is HLA-A02:06 with pseudo-sequence HLA-A02:06. The binding affinity (normalized) is 0.0117. (4) The peptide sequence is FLTSLLILV. The MHC is HLA-A68:02 with pseudo-sequence HLA-A68:02. The binding affinity (normalized) is 0.486. (5) The peptide sequence is SEAQMSIQL. The MHC is HLA-B44:02 with pseudo-sequence HLA-B44:02. The binding affinity (normalized) is 0.530.